From a dataset of Forward reaction prediction with 1.9M reactions from USPTO patents (1976-2016). Predict the product of the given reaction. (1) Given the reactants [Cl:1][C:2]1[CH:3]=[CH:4][C:5]([NH:8][C:9]([C:11]2[O:19][C:18]3[C:13](=[N:14][CH:15]=[CH:16][CH:17]=3)[C:12]=2[NH:20][C:21]([C@H:23]2[CH2:28][CH2:27][C@H:26]([N:29]3[CH2:34][CH2:33][NH:32][CH2:31][C:30]3=[O:35])[CH2:25][CH2:24]2)=[O:22])=[O:10])=[N:6][CH:7]=1.[CH2:36]=O, predict the reaction product. The product is: [Cl:1][C:2]1[CH:3]=[CH:4][C:5]([NH:8][C:9]([C:11]2[O:19][C:18]3[C:13](=[N:14][CH:15]=[CH:16][CH:17]=3)[C:12]=2[NH:20][C:21]([C@H:23]2[CH2:28][CH2:27][C@H:26]([N:29]3[CH2:34][CH2:33][N:32]([CH3:36])[CH2:31][C:30]3=[O:35])[CH2:25][CH2:24]2)=[O:22])=[O:10])=[N:6][CH:7]=1. (2) Given the reactants [CH2:1]([N:8]([CH2:15][C:16]1[CH:21]=[CH:20][CH:19]=[CH:18][CH:17]=1)[CH2:9][CH2:10][CH:11]([OH:14])[CH2:12][OH:13])[C:2]1[CH:7]=[CH:6][CH:5]=[CH:4][CH:3]=1.[C:22]([OH:37])(=O)[CH2:23][CH2:24][CH2:25][CH2:26][CH2:27][CH2:28][CH2:29][CH2:30][CH2:31][CH2:32][CH2:33][CH2:34][CH3:35].Cl.C(N=C=N[CH2:44][CH2:45][CH2:46]N(C)C)C.[OH2:50], predict the reaction product. The product is: [C:32]([O:13][CH2:12][CH:11]([O:14][C:22](=[O:37])[CH2:23][CH2:24][CH2:25][CH2:26][CH2:27][CH2:28][CH2:29][CH2:30][CH2:31][CH2:32][CH2:33][CH2:34][CH3:35])[CH2:10][CH2:9][N:8]([CH2:1][C:2]1[CH:3]=[CH:4][CH:5]=[CH:6][CH:7]=1)[CH2:15][C:16]1[CH:17]=[CH:18][CH:19]=[CH:20][CH:21]=1)(=[O:50])[CH2:31][CH2:30][CH2:29][CH2:28][CH2:27][CH2:26][CH2:25][CH2:24][CH2:23][CH2:22][CH2:46][CH2:45][CH3:44]. (3) Given the reactants I[C:2]1[CH:9]=[CH:8][C:5]([C:6]#[N:7])=[CH:4][CH:3]=1.CC([Mg]Cl)C.[O:15]=[C:16]1[CH2:21][CH2:20][O:19][CH2:18][CH2:17]1.[NH4+].[Cl-], predict the reaction product. The product is: [OH:15][C:16]1([C:2]2[CH:9]=[CH:8][C:5]([C:6]#[N:7])=[CH:4][CH:3]=2)[CH2:21][CH2:20][O:19][CH2:18][CH2:17]1. (4) Given the reactants O[C:2]1[C:3]2[N:11]=[CH:10][CH:9]=[C:8]([C:12]([NH2:14])=[O:13])[C:4]=2[N:5]=[CH:6][N:7]=1.Cl.[NH2:16][C@@H:17]([C:34]1[CH:39]=[C:38]([F:40])[C:37]([O:41][CH3:42])=[CH:36][C:35]=1[F:43])[CH2:18][N:19]([CH2:32][CH3:33])S(C1C=CC([N+]([O-])=O)=CC=1)(=O)=O, predict the reaction product. The product is: [F:43][C:35]1[CH:36]=[C:37]([O:41][CH3:42])[C:38]([F:40])=[CH:39][C:34]=1[C@H:17]([NH:16][C:2]1[C:3]2[N:11]=[CH:10][CH:9]=[C:8]([C:12]([NH2:14])=[O:13])[C:4]=2[N:5]=[CH:6][N:7]=1)[CH2:18][NH:19][CH2:32][CH3:33]. (5) Given the reactants [Cl:1][C:2]1[CH:3]=[C:4]([CH:9]2[CH:13]([CH:14]([O:16][C:17]3[CH:22]=[CH:21][C:20]([C:23]([F:26])([F:25])[F:24])=[CH:19][N:18]=3)[CH3:15])[CH2:12][N:11]([C:27](Cl)=[O:28])[CH2:10]2)[CH:5]=[CH:6][C:7]=1[Cl:8].CCN(CC)CC.[CH:37]12[CH2:43][CH:40]([NH:41][CH2:42]1)[CH2:39][O:38]2, predict the reaction product. The product is: [Cl:1][C:2]1[CH:3]=[C:4]([CH:9]2[CH:13]([CH:14]([O:16][C:17]3[CH:22]=[CH:21][C:20]([C:23]([F:24])([F:25])[F:26])=[CH:19][N:18]=3)[CH3:15])[CH2:12][N:11]([C:27]([N:41]3[CH2:42][CH:37]4[CH2:43][CH:40]3[CH2:39][O:38]4)=[O:28])[CH2:10]2)[CH:5]=[CH:6][C:7]=1[Cl:8]. (6) Given the reactants Br[C:2]1[CH:3]=[C:4]2[C:8](=[C:9]([C:11]([NH2:13])=[O:12])[CH:10]=1)[NH:7][CH:6]=[C:5]2[CH:14]1[CH2:19][CH2:18][N:17]([S:20]([CH2:23][CH3:24])(=[O:22])=[O:21])[CH2:16][CH2:15]1.C(=O)([O-])[O-].[Cs+].[Cs+].CC1(C)C(C)(C)OB([C:39]2[CH:44]=[CH:43][C:42]([NH:45][C:46](=[O:48])[CH3:47])=[CH:41][CH:40]=2)O1, predict the reaction product. The product is: [C:46]([NH:45][C:42]1[CH:43]=[CH:44][C:39]([C:2]2[CH:3]=[C:4]3[C:8](=[C:9]([C:11]([NH2:13])=[O:12])[CH:10]=2)[NH:7][CH:6]=[C:5]3[CH:14]2[CH2:15][CH2:16][N:17]([S:20]([CH2:23][CH3:24])(=[O:22])=[O:21])[CH2:18][CH2:19]2)=[CH:40][CH:41]=1)(=[O:48])[CH3:47]. (7) Given the reactants [CH:1]([C:4]1[N:5]=[C:6]([C:9]([OH:11])=O)[O:7][CH:8]=1)([CH3:3])[CH3:2].CN(C(ON1N=NC2C=CC=NC1=2)=[N+](C)C)C.F[P-](F)(F)(F)(F)F.C([O:38][C:39](=[O:62])[C@H:40]([N:59]=[N+]=[N-])[CH2:41][C@H:42]([NH2:58])[CH2:43][C:44]1[CH:49]=[CH:48][C:47]([C:50]2[CH:55]=[C:54]([Cl:56])[CH:53]=[CH:52][C:51]=2[F:57])=[CH:46][CH:45]=1)C.CCN(C(C)C)C(C)C, predict the reaction product. The product is: [NH2:59][C@H:40]([CH2:41][C@H:42]([NH:58][C:9]([C:6]1[O:7][CH:8]=[C:4]([CH:1]([CH3:2])[CH3:3])[N:5]=1)=[O:11])[CH2:43][C:44]1[CH:45]=[CH:46][C:47]([C:50]2[CH:55]=[C:54]([Cl:56])[CH:53]=[CH:52][C:51]=2[F:57])=[CH:48][CH:49]=1)[C:39]([OH:62])=[O:38].